This data is from Retrosynthesis with 50K atom-mapped reactions and 10 reaction types from USPTO. The task is: Predict the reactants needed to synthesize the given product. (1) Given the product CCOC(=O)C#Cc1cccc(Cl)c1C1(C(=O)OCC)CCOCC1, predict the reactants needed to synthesize it. The reactants are: CCOC(=O)C1(c2c(Cl)cccc2C#CC(OCC)(OCC)OCC)CCOCC1. (2) Given the product O=c1cc(NCC(CNCc2cn(Cc3ccccc3)c3ccccc23)c2ccccc2)[nH]c2ccccc12, predict the reactants needed to synthesize it. The reactants are: NCC(CNc1cc(=O)c2ccccc2[nH]1)c1ccccc1.O=Cc1cn(Cc2ccccc2)c2ccccc12. (3) Given the product Cc1ccc(C(C)NC23CC4CC(CC(C4)C2)C3)s1, predict the reactants needed to synthesize it. The reactants are: CC(=O)c1ccc(C)s1.NC12CC3CC(CC(C3)C1)C2. (4) Given the product Cc1cc(-c2ccncc2)cc(C)c1C(=O)NCCC(C)N1CCC(C(Oc2ccccn2)c2ccc(C(F)(F)F)cc2)CC1, predict the reactants needed to synthesize it. The reactants are: CC(CCN)N1CCC(C(Oc2ccccn2)c2ccc(C(F)(F)F)cc2)CC1.Cc1cc(-c2ccncc2)cc(C)c1C(=O)O. (5) Given the product CCC(CC)OCCO, predict the reactants needed to synthesize it. The reactants are: CCC(CC)OCCOCc1ccccc1. (6) Given the product CN(C(=O)c1ccc(Cl)cc1)[C@@H]1CN(C(=O)C2CCN(C(=O)CO)CC2)C[C@H]1c1ccc(Cl)c(Cl)c1, predict the reactants needed to synthesize it. The reactants are: CN(C(=O)c1ccc(Cl)cc1)[C@@H]1CNC[C@H]1c1ccc(Cl)c(Cl)c1.O=C(O)C1CCN(C(=O)CO)CC1. (7) Given the product CC(C)(C)OC(=O)N1Cc2cc(F)c(OC3CCOCC3)cc2C1, predict the reactants needed to synthesize it. The reactants are: CC(C)(C)OC(=O)N1Cc2cc(F)c(I)cc2C1.OC1CCOCC1.